This data is from Retrosynthesis with 50K atom-mapped reactions and 10 reaction types from USPTO. The task is: Predict the reactants needed to synthesize the given product. (1) Given the product Cc1cccc(C)c1COc1cccc(CC(=O)O)c1, predict the reactants needed to synthesize it. The reactants are: CCOC(=O)Cc1cccc(OCc2c(C)cccc2C)c1. (2) Given the product CCOC(=O)N1CCN(c2ccccc2C2CCC(C(C)(C)C)CC2)CC1, predict the reactants needed to synthesize it. The reactants are: CC(C)(C)C1CCC(c2ccccc2N2CCNCC2)CC1.CCOC(=O)Cl.